This data is from Full USPTO retrosynthesis dataset with 1.9M reactions from patents (1976-2016). The task is: Predict the reactants needed to synthesize the given product. (1) Given the product [C:4]1([CH3:8])[CH:5]=[CH:6][CH:7]=[C:2]([N:12]2[CH:13]=[CH:14][CH:15]=[C:10]([NH2:9])[CH2:11]2)[CH:3]=1, predict the reactants needed to synthesize it. The reactants are: Br[C:2]1[CH:3]=[C:4]([CH3:8])[CH:5]=[CH:6][CH:7]=1.[NH2:9][C:10]1[CH:11]=[N:12][CH:13]=[CH:14][CH:15]=1. (2) Given the product [C:6]([C:13]1[C:12]2[CH:21]=[CH:22][CH:23]=[CH:24][C:11]=2[S:10][C:14]=1[NH:15][S:16]([CH2:19][CH3:20])(=[O:18])=[O:17])(=[O:8])[CH3:7], predict the reactants needed to synthesize it. The reactants are: [Sn](Cl)(Cl)(Cl)Cl.[C:6](Cl)(=[O:8])[CH3:7].[S:10]1[C:14]([NH:15][S:16]([CH2:19][CH3:20])(=[O:18])=[O:17])=[CH:13][C:12]2[CH:21]=[CH:22][CH:23]=[CH:24][C:11]1=2.O. (3) Given the product [Cl:25][C:26]1[CH:27]=[C:28]([CH:31]=[CH:32][C:33]=1[O:34][CH3:35])[CH2:29][NH:30][C:2]1[C:3]2[N:20]([CH3:21])[N:19]=[C:18]([CH2:22][CH2:23][CH3:24])[C:4]=2[N:5]=[C:6]([C:8]2[CH:9]=[CH:10][C:11]([C:14]([O:16][CH3:17])=[O:15])=[CH:12][CH:13]=2)[N:7]=1, predict the reactants needed to synthesize it. The reactants are: Cl[C:2]1[C:3]2[N:20]([CH3:21])[N:19]=[C:18]([CH2:22][CH2:23][CH3:24])[C:4]=2[N:5]=[C:6]([C:8]2[CH:13]=[CH:12][C:11]([C:14]([O:16][CH3:17])=[O:15])=[CH:10][CH:9]=2)[N:7]=1.[Cl:25][C:26]1[CH:27]=[C:28]([CH:31]=[CH:32][C:33]=1[O:34][CH3:35])[CH2:29][NH2:30]. (4) Given the product [C:20]([C:17]1[S:16][C:15]([C:13]([NH:12][CH:8]([C:5]2[CH:6]=[CH:7][C:2]([B:32]3[O:33][C:34]([CH3:36])([CH3:35])[C:30]([CH3:46])([CH3:29])[O:31]3)=[CH:3][CH:4]=2)[C:9]([O:11][CH3:24])=[O:10])=[O:14])=[CH:19][CH:18]=1)([CH3:23])([CH3:22])[CH3:21], predict the reactants needed to synthesize it. The reactants are: Br[C:2]1[CH:7]=[CH:6][C:5]([CH:8]([NH:12][C:13]([C:15]2[S:16][C:17]([C:20]([CH3:23])([CH3:22])[CH3:21])=[CH:18][CH:19]=2)=[O:14])[C:9]([O-:11])=[O:10])=[CH:4][CH:3]=1.[CH3:24]C([O-])=O.[K+].[CH3:29][C:30]1([CH3:46])[C:34]([CH3:36])([CH3:35])[O:33][B:32]([B:32]2[O:33][C:34]([CH3:36])([CH3:35])[C:30]([CH3:46])([CH3:29])[O:31]2)[O:31]1. (5) The reactants are: [CH3:1][S:2]([C:5]1[CH:10]=[CH:9][C:8]([C:11]23[CH2:18][CH2:17][C:14]([NH2:19])([CH2:15][CH2:16]2)[CH2:13][CH2:12]3)=[CH:7][CH:6]=1)(=[O:4])=[O:3].[C:20]([N:28]=[C:29]=[S:30])(=[O:27])[C:21]1[CH:26]=[CH:25][CH:24]=[CH:23][CH:22]=1. Given the product [C:20]([NH:28][C:29]([NH:19][C:14]12[CH2:17][CH2:18][C:11]([C:8]3[CH:7]=[CH:6][C:5]([S:2]([CH3:1])(=[O:3])=[O:4])=[CH:10][CH:9]=3)([CH2:16][CH2:15]1)[CH2:12][CH2:13]2)=[S:30])(=[O:27])[C:21]1[CH:26]=[CH:25][CH:24]=[CH:23][CH:22]=1, predict the reactants needed to synthesize it. (6) Given the product [CH2:1]([N:8]1[C:16]2[C:11](=[N:12][CH:13]=[C:14]([C:30]#[N:31])[C:15]=2[O:17][CH2:18][C:19]2[CH:24]=[CH:23][C:22]([F:25])=[CH:21][CH:20]=2)[C:10]([CH3:27])=[C:9]1[CH3:28])[C:2]1[CH:7]=[CH:6][CH:5]=[CH:4][CH:3]=1, predict the reactants needed to synthesize it. The reactants are: [CH2:1]([N:8]1[C:16]2[C:11](=[N:12][CH:13]=[C:14](Br)[C:15]=2[O:17][CH2:18][C:19]2[CH:24]=[CH:23][C:22]([F:25])=[CH:21][CH:20]=2)[C:10]([CH3:27])=[C:9]1[CH3:28])[C:2]1[CH:7]=[CH:6][CH:5]=[CH:4][CH:3]=1.[Cu][C:30]#[N:31].C(OCC)(=O)C. (7) Given the product [Cl:25][C:26]1[CH:31]=[CH:30][C:29]([NH:32][C:33]([NH:1][C:2]2[CH:3]=[C:4]([N:8]([CH3:24])[C:9]3[N:14]=[C:13]4[S:15][C:16]([NH:18][C:19]([CH:21]5[CH2:22][CH2:23]5)=[O:20])=[N:17][C:12]4=[CH:11][CH:10]=3)[CH:5]=[CH:6][CH:7]=2)=[O:34])=[CH:28][C:27]=1[C:35]([F:36])([F:37])[F:38], predict the reactants needed to synthesize it. The reactants are: [NH2:1][C:2]1[CH:3]=[C:4]([N:8]([CH3:24])[C:9]2[N:14]=[C:13]3[S:15][C:16]([NH:18][C:19]([CH:21]4[CH2:23][CH2:22]4)=[O:20])=[N:17][C:12]3=[CH:11][CH:10]=2)[CH:5]=[CH:6][CH:7]=1.[Cl:25][C:26]1[CH:31]=[CH:30][C:29]([N:32]=[C:33]=[O:34])=[CH:28][C:27]=1[C:35]([F:38])([F:37])[F:36].C(=O)([O-])O.[Na+]. (8) Given the product [CH2:26]([C:21]1[CH:20]=[CH:19][C:18]2[C:23](=[CH:24][CH:25]=[C:16]3[O:15][CH2:14][CH:13]([CH2:12][N:35]4[CH2:36][CH:37]=[C:38]([C:41]5[C:49]6[C:44](=[CH:45][CH:46]=[CH:47][CH:48]=6)[NH:43][CH:42]=5)[CH2:39][CH2:40]4)[O:28][C:17]3=2)[N:22]=1)[CH3:27], predict the reactants needed to synthesize it. The reactants are: CC1C=CC(S(O[CH2:12][C@@H:13]2[O:28][C:17]3=[C:18]4[C:23](=[CH:24][CH:25]=[C:16]3[O:15][CH2:14]2)[N:22]=[C:21]([CH2:26][CH3:27])[CH:20]=[CH:19]4)(=O)=O)=CC=1.C(=O)([O-])[O-].[K+].[K+].[NH:35]1[CH2:40][CH:39]=[C:38]([C:41]2[C:49]3[C:44](=[CH:45][CH:46]=[CH:47][CH:48]=3)[NH:43][CH:42]=2)[CH2:37][CH2:36]1. (9) Given the product [F:12][C:9]([F:10])([F:11])[C:7]1[CH:6]=[C:5]([CH2:13][O:14][C@@H:15]2[CH2:21][CH2:20][C@@H:19]3[NH:22][C@@:16]2([C:25]2[CH:26]=[CH:27][CH:28]=[CH:29][CH:30]=2)[CH2:17][C@@H:18]3[C:23]#[CH:33])[CH:4]=[C:3]([C:2]([F:32])([F:1])[F:31])[CH:8]=1, predict the reactants needed to synthesize it. The reactants are: [F:1][C:2]([F:32])([F:31])[C:3]1[CH:4]=[C:5]([CH2:13][O:14][C@@H:15]2[CH2:21][CH2:20][C@@H:19]3[NH:22][C@@:16]2([C:25]2[CH:30]=[CH:29][CH:28]=[CH:27][CH:26]=2)[CH2:17][C@H:18]3[CH:23]=O)[CH:6]=[C:7]([C:9]([F:12])([F:11])[F:10])[CH:8]=1.[C:33](=O)([O-])[O-].[K+].[K+].[N+](=C(P(=O)(OC)OC)C(=O)C)=[N-]. (10) Given the product [CH2:11]([C@H:6]1[CH2:7][CH2:8][CH2:9][CH2:10][N:5]1[CH2:4][C@@H:3]([OH:13])[CH2:2][NH:1][S:24]([C:14]1[C:35]2[CH:34]=[CH:33][N:30]=[CH:31][C:32]=2[CH:21]=[CH:22][CH:23]=1)(=[O:25])=[O:26])[CH3:12], predict the reactants needed to synthesize it. The reactants are: [NH2:1][CH2:2][C@H:3]([OH:13])[CH2:4][N:5]1[CH2:10][CH2:9][CH2:8][CH2:7][C@@H:6]1[CH2:11][CH3:12].[C:14]1([S:24](Cl)(=[O:26])=[O:25])[C:23]2C(=CC=[CH:21][CH:22]=2)C=CN=1.C([N:30]([CH2:33][CH3:34])[CH2:31][CH3:32])C.[CH2:35](Cl)Cl.